From a dataset of Forward reaction prediction with 1.9M reactions from USPTO patents (1976-2016). Predict the product of the given reaction. Given the reactants [C@@H:1]12[CH2:7][C@@H:4]([CH2:5][CH2:6]1)[C@H:3]([C:8]([O:10][CH2:11][CH3:12])=[O:9])[NH:2]2.Cl.[N:14]1[CH:19]=[CH:18][C:17]([O:20][C:21]2[CH:26]=[CH:25][C:24]([S:27](Cl)(=[O:29])=[O:28])=[CH:23][CH:22]=2)=[CH:16][CH:15]=1, predict the reaction product. The product is: [N:14]1[CH:19]=[CH:18][C:17]([O:20][C:21]2[CH:22]=[CH:23][C:24]([S:27]([N:2]3[CH:3]([C:8]([O:10][CH2:11][CH3:12])=[O:9])[CH:4]4[CH2:7][CH:1]3[CH2:6][CH2:5]4)(=[O:29])=[O:28])=[CH:25][CH:26]=2)=[CH:16][CH:15]=1.